From a dataset of Full USPTO retrosynthesis dataset with 1.9M reactions from patents (1976-2016). Predict the reactants needed to synthesize the given product. (1) The reactants are: BrC1C=C2C(=CC=1)N=C(C1C=CC=CC=1O)N=C2N[C@H]1CCN(C(OC(C)(C)C)=O)C1.[CH3:32][C:33]([OH:37])([CH3:36])[C:34]#[CH:35].Br[C:39]1[CH:40]=[C:41]2[C:46](=[CH:47][CH:48]=1)[N:45]=[C:44]([C:49]1[CH:54]=[C:53]([F:55])[CH:52]=[CH:51][C:50]=1[OH:56])[N:43]=[C:42]2[NH:57][C@H:58]1[CH2:62][CH2:61][N:60](C(OC(C)(C)C)=O)[CH2:59]1.OC1C=CC=CC=1C1N=C(N[C@H]2CCN(C(OC(C)(C)C)=O)C2)C2C(=CC=C(C#CCO)C=2)N=1. Given the product [F:55][C:53]1[CH:52]=[CH:51][C:50]([OH:56])=[C:49]([C:44]2[N:43]=[C:42]([NH:57][C@H:58]3[CH2:62][CH2:61][NH:60][CH2:59]3)[C:41]3[C:46](=[CH:47][CH:48]=[C:39]([CH2:35][CH2:34][C:33]([OH:37])([CH3:36])[CH3:32])[CH:40]=3)[N:45]=2)[CH:54]=1, predict the reactants needed to synthesize it. (2) Given the product [N:22]1([C:26]([C:28]2[CH:29]=[C:30]([Cl:35])[C:31]([O:1][C:2]3[CH:3]=[C:4]([CH:14]=[C:15]([O:17][C@@H:18]([CH3:21])[CH2:19][CH3:20])[CH:16]=3)[C:5]([NH:7][C:8]3[CH:12]=[CH:11][N:10]([CH3:13])[N:9]=3)=[O:6])=[N:32][CH:33]=2)=[O:27])[CH2:25][CH2:24][CH2:23]1, predict the reactants needed to synthesize it. The reactants are: [OH:1][C:2]1[CH:3]=[C:4]([CH:14]=[C:15]([O:17][C@@H:18]([CH3:21])[CH2:19][CH3:20])[CH:16]=1)[C:5]([NH:7][C:8]1[CH:12]=[CH:11][N:10]([CH3:13])[N:9]=1)=[O:6].[N:22]1([C:26]([C:28]2[CH:29]=[C:30]([Cl:35])[C:31](Cl)=[N:32][CH:33]=2)=[O:27])[CH2:25][CH2:24][CH2:23]1.C(=O)([O-])[O-].[K+].[K+]. (3) Given the product [CH2:12]([O:11][C:9](=[O:10])[C:7]1[CH:8]=[C:3]([C:1]#[N:2])[C:4]([N:16]2[CH2:19][CH:18]([C:20](=[O:21])[NH:34][S:31]([CH2:30][C:27]3[CH:28]=[CH:29][C:24]([Cl:23])=[CH:25][C:26]=3[F:35])(=[O:32])=[O:33])[CH2:17]2)=[N:5][C:6]=1[O:14][CH3:15])[CH3:13], predict the reactants needed to synthesize it. The reactants are: [C:1]([C:3]1[C:4]([N:16]2[CH2:19][CH:18]([C:20](O)=[O:21])[CH2:17]2)=[N:5][C:6]([O:14][CH3:15])=[C:7]([C:9]([O:11][CH2:12][CH3:13])=[O:10])[CH:8]=1)#[N:2].[Cl:23][C:24]1[CH:29]=[CH:28][C:27]([CH2:30][S:31]([NH2:34])(=[O:33])=[O:32])=[C:26]([F:35])[CH:25]=1. (4) Given the product [F:34][C:35]([F:40])([F:39])[C:36]([OH:38])=[O:37].[CH2:23]([O:22][C:20](=[O:21])[NH:19][CH2:18][CH:16]1[O:15][C:14]2[CH:30]=[CH:31][C:11]([CH2:10][CH:9]([NH:7][CH3:6])[CH3:32])=[CH:12][C:13]=2[O:17]1)[C:24]1[CH:25]=[CH:26][CH:27]=[CH:28][CH:29]=1, predict the reactants needed to synthesize it. The reactants are: C(O[C:6](=O)[N:7]([CH:9]([CH3:32])[CH2:10][C:11]1[CH:31]=[CH:30][C:14]2[O:15][CH:16]([CH2:18][NH:19][C:20]([O:22][CH2:23][C:24]3[CH:29]=[CH:28][CH:27]=[CH:26][CH:25]=3)=[O:21])[O:17][C:13]=2[CH:12]=1)C)(C)(C)C.[F:34][C:35]([F:40])([F:39])[C:36]([OH:38])=[O:37]. (5) Given the product [CH2:1]([N:5]([C:15]1[S:16][C:17]([C:20]2[CH:25]=[CH:24][C:23](=[O:26])[NH:22][CH:21]=2)=[N:18][N:19]=1)[C:6](=[O:14])[C:7]1[CH:12]=[CH:11][CH:10]=[CH:9][C:8]=1[F:13])[CH2:2][CH2:3][CH3:4], predict the reactants needed to synthesize it. The reactants are: [CH2:1]([N:5]([C:15]1[S:16][C:17]([C:20]2[CH:21]=[N:22][C:23]([O:26]C)=[CH:24][CH:25]=2)=[N:18][N:19]=1)[C:6](=[O:14])[C:7]1[CH:12]=[CH:11][CH:10]=[CH:9][C:8]=1[F:13])[CH2:2][CH2:3][CH3:4].[I-].[Na+].C[Si](Cl)(C)C. (6) Given the product [CH3:1][O:2][C:3]1[C:12]2[C:7](=[CH:8][CH:9]=[CH:10][CH:11]=2)[C:6]([NH:13][S:41]([C:38]2[CH:39]=[CH:40][C:35]([O:28][C:29]3[CH:34]=[CH:33][CH:32]=[CH:31][CH:30]=3)=[CH:36][CH:37]=2)(=[O:43])=[O:42])=[CH:5][C:4]=1[S:22][CH2:23][C:24]([O:26][CH3:27])=[O:25], predict the reactants needed to synthesize it. The reactants are: [CH3:1][O:2][C:3]1[C:12]2[C:7](=[CH:8][CH:9]=[CH:10][CH:11]=2)[C:6]([NH:13]S(C2SC=CC=2)(=O)=O)=[CH:5][C:4]=1[S:22][CH2:23][C:24]([O:26][CH3:27])=[O:25].[O:28]([C:35]1[CH:40]=[CH:39][C:38]([S:41](Cl)(=[O:43])=[O:42])=[CH:37][CH:36]=1)[C:29]1[CH:34]=[CH:33][CH:32]=[CH:31][CH:30]=1. (7) The reactants are: [F:1][C:2]1[CH:30]=[C:29]([OH:31])[CH:28]=[CH:27][C:3]=1[CH2:4][C:5]1[C:6]([O:14][C@:15]2([O:24][C@H:23]([CH2:25][OH:26])[C@@H:21]([OH:22])[C@H:19]([OH:20])[C@H:17]2[OH:18])[OH:16])=[N:7][N:8]([CH:11]([CH3:13])[CH3:12])[C:9]=1[CH3:10].C(=O)([O-])[O-].[Cs+].[Cs+].[CH:38](I)([CH3:40])[CH3:39]. Given the product [F:1][C:2]1[CH:30]=[C:29]([O:31][CH:38]([CH3:40])[CH3:39])[CH:28]=[CH:27][C:3]=1[CH2:4][C:5]1[C:6]([O:14][C@:15]2([O:24][C@H:23]([CH2:25][OH:26])[C@@H:21]([OH:22])[C@H:19]([OH:20])[C@H:17]2[OH:18])[OH:16])=[N:7][N:8]([CH:11]([CH3:13])[CH3:12])[C:9]=1[CH3:10], predict the reactants needed to synthesize it. (8) Given the product [CH2:6]([O:8][C:9](=[O:26])[CH:10]([Cl:4])[C:11](=[O:25])[CH2:12][CH2:13][NH:14][C:15]([O:17][CH2:18][C:19]1[CH:24]=[CH:23][CH:22]=[CH:21][CH:20]=1)=[O:16])[CH3:7], predict the reactants needed to synthesize it. The reactants are: S(Cl)([Cl:4])(=O)=O.[CH2:6]([O:8][C:9](=[O:26])[CH2:10][C:11](=[O:25])[CH2:12][CH2:13][NH:14][C:15]([O:17][CH2:18][C:19]1[CH:24]=[CH:23][CH:22]=[CH:21][CH:20]=1)=[O:16])[CH3:7].C([O-])(O)=O.[Na+]. (9) Given the product [F:1][C@H:2]1[CH2:3][C@H:4]([OH:13])[C@@H:5]([C:7]2[N:11]([CH3:12])[N:10]=[CH:9][CH:8]=2)[CH2:6]1, predict the reactants needed to synthesize it. The reactants are: [F:1][C@H:2]1[CH2:6][C@H:5]([C:7]2[N:11]([CH3:12])[N:10]=[CH:9][CH:8]=2)[C@@H:4]([O:13]COC)[CH2:3]1.C(=O)([O-])O.[Na+].